From a dataset of Reaction yield outcomes from USPTO patents with 853,638 reactions. Predict the reaction yield, written as a fraction of the theoretical maximum amount of product (1.0 means a 100% yield; for example, 0.34 means a 34% yield). The reactants are [CH2:1]([C@@:4]1([C:20]2[CH:25]=[CH:24][C:23]([F:26])=[CH:22][CH:21]=2)[O:9][C:8](=[O:10])[N:7]([C@H:11]([C:13]2[CH:18]=[CH:17][C:16](Br)=[CH:15][CH:14]=2)[CH3:12])[CH2:6][CH2:5]1)[CH:2]=[CH2:3].[B:27]1([B:27]2[O:31][C:30]([CH3:33])([CH3:32])[C:29]([CH3:35])([CH3:34])[O:28]2)[O:31][C:30]([CH3:33])([CH3:32])[C:29]([CH3:35])([CH3:34])[O:28]1.CC([O-])=O.[K+].C(Cl)Cl. The catalyst is CS(C)=O.C1C=CC(P(C2C=CC=CC=2)[C-]2C=CC=C2)=CC=1.C1C=CC(P(C2C=CC=CC=2)[C-]2C=CC=C2)=CC=1.Cl[Pd]Cl.[Fe+2]. The product is [CH2:1]([C@@:4]1([C:20]2[CH:25]=[CH:24][C:23]([F:26])=[CH:22][CH:21]=2)[O:9][C:8](=[O:10])[N:7]([C@H:11]([C:13]2[CH:18]=[CH:17][C:16]([B:27]3[O:31][C:30]([CH3:33])([CH3:32])[C:29]([CH3:35])([CH3:34])[O:28]3)=[CH:15][CH:14]=2)[CH3:12])[CH2:6][CH2:5]1)[CH:2]=[CH2:3]. The yield is 0.870.